This data is from Forward reaction prediction with 1.9M reactions from USPTO patents (1976-2016). The task is: Predict the product of the given reaction. (1) Given the reactants [C:1]1([CH:7]([C:13]2[CH:18]=[CH:17][CH:16]=[CH:15][CH:14]=2)[C:8]([N:10]=[C:11]=[O:12])=[O:9])[CH:6]=[CH:5][CH:4]=[CH:3][CH:2]=1.[CH3:19][O:20][C:21]1[CH:22]=[C:23]([CH2:29][CH2:30][OH:31])[CH:24]=[CH:25][C:26]=1[O:27][CH3:28], predict the reaction product. The product is: [CH3:19][O:20][C:21]1[CH:22]=[C:23]([CH2:29][CH2:30][O:31][C:11](=[O:12])[NH:10][C:8](=[O:9])[CH:7]([C:1]2[CH:6]=[CH:5][CH:4]=[CH:3][CH:2]=2)[C:13]2[CH:18]=[CH:17][CH:16]=[CH:15][CH:14]=2)[CH:24]=[CH:25][C:26]=1[O:27][CH3:28]. (2) Given the reactants [S:1]1[CH:5]=[CH:4][N:3]=[CH:2]1.C([Li])CCC.CCCCCC.CON(C)[C:20]([CH:22]1[CH2:27][CH2:26][S:25][CH2:24][CH2:23]1)=[O:21], predict the reaction product. The product is: [S:25]1[CH2:26][CH2:27][CH:22]([C:20]([C:2]2[S:1][CH:5]=[CH:4][N:3]=2)=[O:21])[CH2:23][CH2:24]1.